Predict the reactants needed to synthesize the given product. From a dataset of Full USPTO retrosynthesis dataset with 1.9M reactions from patents (1976-2016). Given the product [OH:39][CH2:36][C:37]([NH:1][CH2:2][C:3]1[CH:15]=[C:14]2[C:6]([C:7]3[C:8]([C:19]4[CH:24]=[CH:23][CH:22]=[C:21]([N:25]5[CH2:33][C:32]6[C:27](=[CH:28][CH:29]=[CH:30][CH:31]=6)[C:26]5=[O:34])[C:20]=4[CH3:35])=[CH:9][CH:10]=[C:11]([C:16]([NH2:18])=[O:17])[C:12]=3[NH:13]2)=[CH:5][CH:4]=1)=[O:38], predict the reactants needed to synthesize it. The reactants are: [NH2:1][CH2:2][C:3]1[CH:15]=[C:14]2[C:6]([C:7]3[C:8]([C:19]4[CH:24]=[CH:23][CH:22]=[C:21]([N:25]5[CH2:33][C:32]6[C:27](=[CH:28][CH:29]=[CH:30][CH:31]=6)[C:26]5=[O:34])[C:20]=4[CH3:35])=[CH:9][CH:10]=[C:11]([C:16]([NH2:18])=[O:17])[C:12]=3[NH:13]2)=[CH:5][CH:4]=1.[C:36](O)(=[O:39])[CH2:37][OH:38].C1C=NC2N(O)N=NC=2C=1.C(Cl)CCl.CCN(C(C)C)C(C)C.C([O-])(O)=O.[Na+].